From a dataset of Forward reaction prediction with 1.9M reactions from USPTO patents (1976-2016). Predict the product of the given reaction. (1) Given the reactants Br[C:2]1[CH:3]=[N:4][CH:5]=[C:6]([CH:19]=1)[C:7]([N:9]=[S@@:10]([CH3:18])(=[O:17])[C:11]1[CH:16]=[CH:15][CH:14]=[CH:13][CH:12]=1)=[O:8].C(N(CC)CC)C.[CH3:27][Si:28]([C:31]#[CH:32])([CH3:30])[CH3:29], predict the reaction product. The product is: [CH3:18][S@:10](=[O:17])([C:11]1[CH:16]=[CH:15][CH:14]=[CH:13][CH:12]=1)=[N:9][C:7](=[O:8])[C:6]1[CH:19]=[C:2]([C:32]#[C:31][Si:28]([CH3:30])([CH3:29])[CH3:27])[CH:3]=[N:4][CH:5]=1. (2) Given the reactants [Cl:1][C:2]1[C:7]([F:8])=[CH:6][CH:5]=[C:4]([Cl:9])[C:3]=1[C@H:10]([C:12]1[C:20]2[C:15](=[N:16][CH:17]=[C:18]([C:21]3[CH:22]=[N:23][N:24]([CH2:26][C:27]([OH:29])=O)[CH:25]=3)[CH:19]=2)[NH:14][CH:13]=1)[CH3:11].Cl.C[NH:32]C.CN(C(ON1N=NC2C=CC=CC1=2)=[N+](C)C)C.[B-](F)(F)(F)F.CCN(C(C)C)C(C)C, predict the reaction product. The product is: [Cl:1][C:2]1[C:7]([F:8])=[CH:6][CH:5]=[C:4]([Cl:9])[C:3]=1[C@H:10]([C:12]1[C:20]2[C:15](=[N:16][CH:17]=[C:18]([C:21]3[CH:22]=[N:23][N:24]([CH2:26][C:27]([NH2:32])=[O:29])[CH:25]=3)[CH:19]=2)[NH:14][CH:13]=1)[CH3:11]. (3) Given the reactants C(N1C=C(C(=O)N(CCCC)CCCC)N=C1C1C=CC(C(OC)=O)=CC=1C(O)=O)C1C=CC=CC=1.[Si:37]([O:44][CH2:45][CH2:46][N:47]1[CH:51]=[C:50]([C:52](=[O:62])[N:53]([CH2:58][CH2:59][CH2:60][CH3:61])[CH2:54][CH2:55][CH2:56][CH3:57])[N:49]=[C:48]1[C:63]1[CH:72]=[CH:71][C:66]([C:67]([O:69][CH3:70])=[O:68])=[CH:65][C:64]=1[C:73]([O:75]CC1C=CC=CC=1)=[O:74])([C:40]([CH3:43])([CH3:42])[CH3:41])([CH3:39])[CH3:38], predict the reaction product. The product is: [Si:37]([O:44][CH2:45][CH2:46][N:47]1[CH:51]=[C:50]([C:52](=[O:62])[N:53]([CH2:54][CH2:55][CH2:56][CH3:57])[CH2:58][CH2:59][CH2:60][CH3:61])[N:49]=[C:48]1[C:63]1[CH:72]=[CH:71][C:66]([C:67]([O:69][CH3:70])=[O:68])=[CH:65][C:64]=1[C:73]([OH:75])=[O:74])([C:40]([CH3:41])([CH3:42])[CH3:43])([CH3:39])[CH3:38]. (4) The product is: [ClH:48].[CH2:19]([O:18][C:16]([CH:9]1[C:10]2=[CH:15][CH2:14][CH2:13][CH:11]2[CH2:12][NH:8]1)=[O:17])[CH3:20].[C:19]([O:23][C:24]([N:26]1[CH2:30][C@@H:29]2[CH2:31][CH2:32][CH2:33][C@@H:28]2[C@H:27]1[C:34]([O-:36])=[O:35])=[O:25])([CH3:22])([CH3:20])[CH3:21].[C@@H:37]1([NH3+:47])[C:46]2[C:41](=[CH:42][CH:43]=[CH:44][CH:45]=2)[CH2:40][CH2:39][CH2:38]1. Given the reactants C(OC([N:8]1[CH2:12][CH:11]2[CH2:13][CH2:14][CH2:15][CH:10]2[CH:9]1[C:16]([OH:18])=[O:17])=O)(C)(C)C.[C:19]([O:23][C:24]([N:26]1[CH2:30][C@@H:29]2[CH2:31][CH2:32][CH2:33][C@@H:28]2[C@H:27]1[C:34]([O-:36])=[O:35])=[O:25])([CH3:22])([CH3:21])[CH3:20].[C@@H:37]1([NH3+:47])[C:46]2[C:41](=[CH:42][CH:43]=[CH:44][CH:45]=2)[CH2:40][CH2:39][CH2:38]1.[ClH:48], predict the reaction product. (5) Given the reactants C[Si]1(C)[C:23]2[C:24](=[CH:19][CH:20]=[CH:21][CH:22]=2)[CH:25]=[C:17]1[C:14]1C=[CH:15][C:14]([C:17]2[Si](C)(C)[C:19]3[C:24]([CH:25]=2)=[CH:23][CH:22]=[CH:21][CH:20]=3)=C[CH:15]=1.[Li:29].C1C2C(=CC=CC=2)C=CC=1.[Cl-].[NH4+], predict the reaction product. The product is: [Li:29].[C-:22]1[C:23]2[C:24](=[CH:25][CH:17]=[CH:14][CH:15]=2)[CH:19]=[CH:20][CH:21]=1.